This data is from Full USPTO retrosynthesis dataset with 1.9M reactions from patents (1976-2016). The task is: Predict the reactants needed to synthesize the given product. Given the product [F:25][C:14]1[N:11]2[CH2:12][CH2:13][N:8]([C:6]([NH:5][C:1]([CH3:4])([CH3:2])[CH3:3])=[O:7])[CH2:9][C:10]2=[C:16]([C:17]([NH2:18])=[O:32])[C:15]=1[C:19]1[CH:20]=[CH:21][CH:22]=[CH:23][CH:24]=1, predict the reactants needed to synthesize it. The reactants are: [C:1]([NH:5][C:6]([N:8]1[CH2:13][CH2:12][N:11]2[C:14]([F:25])=[C:15]([C:19]3[CH:24]=[CH:23][CH:22]=[CH:21][CH:20]=3)[C:16]([C:17]#[N:18])=[C:10]2[CH2:9]1)=[O:7])([CH3:4])([CH3:3])[CH3:2].[OH-].[Na+].OO.S([O-])([O-])(=[O:32])=S.[Na+].[Na+].